Task: Regression. Given two drug SMILES strings and cell line genomic features, predict the synergy score measuring deviation from expected non-interaction effect.. Dataset: NCI-60 drug combinations with 297,098 pairs across 59 cell lines Drug 1: CCN(CC)CCNC(=O)C1=C(NC(=C1C)C=C2C3=C(C=CC(=C3)F)NC2=O)C. Drug 2: CN(CCCl)CCCl.Cl. Cell line: HT29. Synergy scores: CSS=36.7, Synergy_ZIP=0.738, Synergy_Bliss=-0.193, Synergy_Loewe=-7.00, Synergy_HSA=-2.25.